From a dataset of CYP2C19 inhibition data for predicting drug metabolism from PubChem BioAssay. Regression/Classification. Given a drug SMILES string, predict its absorption, distribution, metabolism, or excretion properties. Task type varies by dataset: regression for continuous measurements (e.g., permeability, clearance, half-life) or binary classification for categorical outcomes (e.g., BBB penetration, CYP inhibition). Dataset: cyp2c19_veith. (1) The result is 1 (inhibitor). The molecule is C/C(=N\NC(=O)CC1N=C(Cc2ccccc2)NNC1=O)c1ccc(Cl)cc1Cl. (2) The drug is CC(=O)[C@H]1CC[C@@H]2[C@H]3CC=C4C[C@@H](O)CC[C@]4(C)[C@H]3CC[C@]12C. The result is 0 (non-inhibitor). (3) The drug is CC12CCC(C(=O)[O-])(C/C1=N\O)C2(C)C.[Na+]. The result is 0 (non-inhibitor). (4) The compound is O=C(NCc1ccc(Cl)cc1)c1ccc(Cl)cc1[N+](=O)[O-]. The result is 1 (inhibitor). (5) The molecule is COc1cccc(-c2cc(NCc3cccc(C)c3)ncn2)c1. The result is 1 (inhibitor). (6) The compound is CC(=O)[C@@]1(N=Nc2ccc(S(N)(=O)=O)cc2)CCOC1=O. The result is 0 (non-inhibitor). (7) The molecule is Clc1ccc(-c2nnc(-c3ccccc3)c(N3CCSCC3)n2)cc1. The result is 1 (inhibitor).